From a dataset of Full USPTO retrosynthesis dataset with 1.9M reactions from patents (1976-2016). Predict the reactants needed to synthesize the given product. Given the product [Cl:32][C:29]1[CH:30]=[CH:31][C:26](/[CH:25]=[CH:24]/[C:21]2[O:22][CH:23]=[C:19]([CH2:18][O:17][C:15]3[CH:14]=[CH:13][C:3]([CH2:4][S:5]([CH2:6][CH2:7][N:8]4[CH:12]=[CH:11][N:10]=[N:9]4)=[O:42])=[C:2]([CH3:1])[CH:16]=3)[N:20]=2)=[C:27]([F:33])[CH:28]=1, predict the reactants needed to synthesize it. The reactants are: [CH3:1][C:2]1[CH:16]=[C:15]([O:17][CH2:18][C:19]2[N:20]=[C:21](/[CH:24]=[CH:25]/[C:26]3[CH:31]=[CH:30][C:29]([Cl:32])=[CH:28][C:27]=3[F:33])[O:22][CH:23]=2)[CH:14]=[CH:13][C:3]=1[CH2:4][S:5][CH2:6][CH2:7][N:8]1[CH:12]=[CH:11][N:10]=[N:9]1.ClC1C=CC=C(C(OO)=[O:42])C=1.